From a dataset of Forward reaction prediction with 1.9M reactions from USPTO patents (1976-2016). Predict the product of the given reaction. (1) The product is: [C:30]([N:33]1[CH2:38][CH2:37][N:36]([CH2:2][CH2:3][O:4][C:5]2[C:13]3[C:8](=[N:9][CH:10]=[N:11][C:12]=3[NH:14][C:15]3[CH:20]=[CH:19][C:18]([O:21][C:22]4[CH:23]=[N:24][C:25]([CH3:28])=[CH:26][CH:27]=4)=[C:17]([CH3:29])[CH:16]=3)[NH:7][N:6]=2)[CH2:35][CH2:34]1)(=[O:32])[CH3:31]. Given the reactants Cl[CH2:2][CH2:3][O:4][C:5]1[C:13]2[C:8](=[N:9][CH:10]=[N:11][C:12]=2[NH:14][C:15]2[CH:20]=[CH:19][C:18]([O:21][C:22]3[CH:23]=[N:24][C:25]([CH3:28])=[CH:26][CH:27]=3)=[C:17]([CH3:29])[CH:16]=2)[NH:7][N:6]=1.[C:30]([N:33]1[CH2:38][CH2:37][NH:36][CH2:35][CH2:34]1)(=[O:32])[CH3:31], predict the reaction product. (2) Given the reactants [Cl:1][C:2]1[CH:7]=[CH:6][CH:5]=[C:4]([Cl:8])[C:3]=1[NH:9][C:10]([NH:12][C:13]1[S:14][C:15]([C:25]2[CH:30]=[CH:29][C:28]([F:31])=[CH:27][C:26]=2[CH3:32])=[CH:16][C:17]=1[C:18]([O:20]C(C)(C)C)=[O:19])=[O:11].C(O)(C(F)(F)F)=O, predict the reaction product. The product is: [Cl:1][C:2]1[CH:7]=[CH:6][CH:5]=[C:4]([Cl:8])[C:3]=1[NH:9][C:10]([NH:12][C:13]1[S:14][C:15]([C:25]2[CH:30]=[CH:29][C:28]([F:31])=[CH:27][C:26]=2[CH3:32])=[CH:16][C:17]=1[C:18]([OH:20])=[O:19])=[O:11]. (3) The product is: [CH2:1]([O:8][C:9]1[CH:19]=[C:12]2[C:13](=[O:18])[N:14]([C:21]3[CH:26]=[CH:25][C:24]([F:27])=[CH:23][CH:22]=3)[CH2:15][CH2:16][CH2:17][N:11]2[N:10]=1)[C:2]1[CH:3]=[CH:4][CH:5]=[CH:6][CH:7]=1. Given the reactants [CH2:1]([O:8][C:9]1[CH:19]=[C:12]2[C:13](=[O:18])[NH:14][CH2:15][CH2:16][CH2:17][N:11]2[N:10]=1)[C:2]1[CH:7]=[CH:6][CH:5]=[CH:4][CH:3]=1.I[C:21]1[CH:26]=[CH:25][C:24]([F:27])=[CH:23][CH:22]=1.CN(C)CCN, predict the reaction product. (4) Given the reactants Br[C:2]1[C:7]([O:8][CH3:9])=[CH:6][C:5]([N+:10]([O-])=O)=[C:4](Br)[N:3]=1.[H][H], predict the reaction product. The product is: [CH3:9][O:8][C:7]1[CH:6]=[C:5]([NH2:10])[CH:4]=[N:3][CH:2]=1. (5) Given the reactants Br[C:2]1[N:3]=[C:4]2[C:10]3[CH:11]=[CH:12][CH:13]=[CH:14][C:9]=3[NH:8][C:7]3[N:15]=[CH:16][CH:17]=[CH:18][C:6]=3[N:5]2[C:19]=1[C:20]1[CH:25]=[CH:24][C:23]([C:26]2([NH:30][C:31](=[O:37])[O:32][C:33]([CH3:36])([CH3:35])[CH3:34])[CH2:29][CH2:28][CH2:27]2)=[CH:22][CH:21]=1.C(N(CC)CC)C, predict the reaction product. The product is: [C:33]([O:32][C:31]([NH:30][C:26]1([C:23]2[CH:22]=[CH:21][C:20]([C:19]3[N:5]4[C:6]5[CH:18]=[CH:17][CH:16]=[N:15][C:7]=5[NH:8][C:9]5[CH:14]=[CH:13][CH:12]=[CH:11][C:10]=5[C:4]4=[N:3][C:2]=3[C:31]([O:32][CH3:33])=[O:37])=[CH:25][CH:24]=2)[CH2:29][CH2:28][CH2:27]1)=[O:37])([CH3:36])([CH3:34])[CH3:35].